Dataset: Full USPTO retrosynthesis dataset with 1.9M reactions from patents (1976-2016). Task: Predict the reactants needed to synthesize the given product. (1) Given the product [ClH:14].[CH2:10]([NH:7][CH2:8][CH3:9])[CH:11]=[CH2:12].[CH2:10]([NH:7][CH2:8][CH3:9])[CH:11]=[CH2:12], predict the reactants needed to synthesize it. The reactants are: C(OC(=O)[N:7]([CH2:10][CH:11]=[CH2:12])[CH2:8][CH3:9])(C)(C)C.[ClH:14]. (2) Given the product [CH3:35][C:32]([CH3:36])([CH2:31][NH:30][CH2:26][C:25]1[CH:24]=[CH:23][C:22]([C:8]2[C:7]([C:1]3[CH:6]=[CH:5][CH:4]=[CH:3][CH:2]=3)=[CH:16][C:15]3[C:10](=[CH:11][CH:12]=[N:13][C:14]=3[C:17]3[CH:21]=[N:20][NH:19][CH:18]=3)[N:9]=2)=[CH:29][CH:28]=1)[CH2:33][OH:34], predict the reactants needed to synthesize it. The reactants are: [C:1]1([C:7]2[C:8]([C:22]3[CH:29]=[CH:28][C:25]([CH:26]=O)=[CH:24][CH:23]=3)=[N:9][C:10]3[C:15]([CH:16]=2)=[C:14]([C:17]2[CH:18]=[N:19][NH:20][CH:21]=2)[N:13]=[CH:12][CH:11]=3)[CH:6]=[CH:5][CH:4]=[CH:3][CH:2]=1.[NH2:30][CH2:31][C:32]([CH3:36])([CH3:35])[CH2:33][OH:34].C(O)(=O)C.C(O[BH-](OC(=O)C)OC(=O)C)(=O)C.[Na+].C(=O)(O)[O-].[Na+]. (3) Given the product [CH:21]1([NH:25][S:10]([C:5]2[CH:6]=[CH:7][CH:8]=[CH:9][C:4]=2[N+:1]([O-:3])=[O:2])(=[O:12])=[O:11])[CH2:24][CH2:23][CH2:22]1, predict the reactants needed to synthesize it. The reactants are: [N+:1]([C:4]1[CH:9]=[CH:8][CH:7]=[CH:6][C:5]=1[S:10](Cl)(=[O:12])=[O:11])([O-:3])=[O:2].C(N(CC)CC)C.[CH:21]1([NH2:25])[CH2:24][CH2:23][CH2:22]1. (4) The reactants are: C([O:5][C:6](=[O:39])[CH:7]([O:9][C:10]1[CH:15]=[CH:14][C:13]([C:16]2[CH:17]=[N:18][C:19]3[N:20]([C:22]([C:25]4([C:28]5[CH:29]=[C:30]6[C:35](=[CH:36][CH:37]=5)[N:34]=[CH:33][CH:32]=[CH:31]6)[CH2:27][CH2:26]4)=[CH:23][N:24]=3)[CH:21]=2)=[CH:12][C:11]=1[F:38])[CH3:8])(C)(C)C. Given the product [F:38][C:11]1[CH:12]=[C:13]([C:16]2[CH:17]=[N:18][C:19]3[N:20]([C:22]([C:25]4([C:28]5[CH:29]=[C:30]6[C:35](=[CH:36][CH:37]=5)[N:34]=[CH:33][CH:32]=[CH:31]6)[CH2:27][CH2:26]4)=[CH:23][N:24]=3)[CH:21]=2)[CH:14]=[CH:15][C:10]=1[O:9][CH:7]([CH3:8])[C:6]([OH:39])=[O:5], predict the reactants needed to synthesize it. (5) Given the product [Br:36][CH2:37][CH2:38][O:1][C:2]1[CH:35]=[CH:34][C:5]([CH2:6][NH:7][C:8]2[N:13]=[C:12]([O:14][CH2:15][C:16]([F:19])([F:17])[F:18])[N:11]=[C:10]([NH:20][C:21]3[CH:33]=[CH:32][C:24]([C:25]([O:27][C:28]([CH3:30])([CH3:31])[CH3:29])=[O:26])=[CH:23][CH:22]=3)[N:9]=2)=[CH:4][CH:3]=1, predict the reactants needed to synthesize it. The reactants are: [OH:1][C:2]1[CH:35]=[CH:34][C:5]([CH2:6][NH:7][C:8]2[N:13]=[C:12]([O:14][CH2:15][C:16]([F:19])([F:18])[F:17])[N:11]=[C:10]([NH:20][C:21]3[CH:33]=[CH:32][C:24]([C:25]([O:27][C:28]([CH3:31])([CH3:30])[CH3:29])=[O:26])=[CH:23][CH:22]=3)[N:9]=2)=[CH:4][CH:3]=1.[Br:36][CH2:37][CH2:38]Br.C(=O)([O-])[O-].[K+].[K+]. (6) Given the product [C:14]([C:16]1[CH:17]=[C:18]([C:22]#[C:23][C:24]2[CH:25]=[CH:26][C:27]([F:33])=[C:28]([CH:32]=2)[C:29]([N:3]([CH3:4])[CH3:2])=[O:31])[CH:19]=[N:20][CH:21]=1)#[N:15], predict the reactants needed to synthesize it. The reactants are: Cl.[CH3:2][NH:3][CH3:4].C(N(CC)C(C)C)(C)C.[C:14]([C:16]1[CH:17]=[C:18]([C:22]#[C:23][C:24]2[CH:25]=[CH:26][C:27]([F:33])=[C:28]([CH:32]=2)[C:29]([OH:31])=O)[CH:19]=[N:20][CH:21]=1)#[N:15].O.ON1C2C=CC=CC=2N=N1.